Task: Predict the reactants needed to synthesize the given product.. Dataset: Full USPTO retrosynthesis dataset with 1.9M reactions from patents (1976-2016) (1) Given the product [OH:20][C:17]1([C:4]2[CH:3]=[C:2]([F:1])[CH:7]=[C:6]([F:8])[CH:5]=2)[CH2:18][CH2:19][CH:14]([CH2:11][CH2:12][CH3:13])[CH2:15][CH2:16]1, predict the reactants needed to synthesize it. The reactants are: [F:1][C:2]1[CH:3]=[C:4](Br)[CH:5]=[C:6]([F:8])[CH:7]=1.[Mg].[CH2:11]([CH:14]1[CH2:19][CH2:18][C:17](=[O:20])[CH2:16][CH2:15]1)[CH2:12][CH3:13].Cl. (2) The reactants are: [C:1]([C:3]1[CH2:24][C@@:23]2([CH3:25])[C@@H:6]([CH2:7][CH2:8][C@:9]3([CH3:34])[C:22]2=[CH:21][C:20](=[O:26])[C@H:19]2[C@@:10]3([CH3:33])[CH2:11][CH2:12][C@:13]3([CH3:32])[C@H:18]2[CH2:17][C@@:16]([CH3:31])([C:27]([O:29][CH3:30])=[O:28])[CH2:15][CH2:14]3)[C:5]([CH3:36])([CH3:35])[C:4]=1[OH:37])#[N:2].ClC1C(=O)C(C#N)=C(C#N)C(=O)C=1Cl. Given the product [C:1]([C:3]1[C:4](=[O:37])[C:5]([CH3:36])([CH3:35])[C@H:6]2[C@:23]([CH3:25])([CH:24]=1)[C:22]1[C@:9]([CH3:34])([C@@:10]3([CH3:33])[C@H:19]([C:20](=[O:26])[CH:21]=1)[C@H:18]1[C@:13]([CH3:32])([CH2:14][CH2:15][C@:16]([CH3:31])([C:27]([O:29][CH3:30])=[O:28])[CH2:17]1)[CH2:12][CH2:11]3)[CH2:8][CH2:7]2)#[N:2], predict the reactants needed to synthesize it. (3) The reactants are: Br[CH2:2][C:3]1[CH:8]=[CH:7][C:6]([C:9]([F:12])([F:11])[F:10])=[CH:5][C:4]=1[C:13]([F:16])([F:15])[F:14].Cl.[NH:18]1[CH2:22][CH2:21][CH:20]([CH2:23][OH:24])[CH2:19]1.C(=O)([O-])[O-].[K+].[K+].O.C(OCC)(=O)C. Given the product [F:14][C:13]([F:16])([F:15])[C:4]1[CH:5]=[C:6]([C:9]([F:12])([F:11])[F:10])[CH:7]=[CH:8][C:3]=1[CH2:2][N:18]1[CH2:22][CH2:21][CH:20]([CH2:23][OH:24])[CH2:19]1, predict the reactants needed to synthesize it. (4) Given the product [F:18][CH2:17][P:11]([C:6]([O:5][CH2:3][CH3:4])([O:8][CH2:9][CH3:10])[CH3:7])(=[O:15])[O:12][CH2:13][CH3:14], predict the reactants needed to synthesize it. The reactants are: [H-].[Na+].[CH2:3]([O:5][C:6]([PH:11](=[O:15])[O:12][CH2:13][CH3:14])([O:8][CH2:9][CH3:10])[CH3:7])[CH3:4].Cl[CH2:17][F:18]. (5) Given the product [Cl:1][C:2]1[CH:9]=[C:8]([O:10][CH2:11][C:12]2[N:13]=[C:14]([CH3:17])[S:15][CH:16]=2)[CH:7]=[C:6]([F:18])[C:3]=1[CH2:4][O:5][C:32]([N:29]1[CH2:30][CH2:31][N:26]([C:24]([O:23][C:19]([CH3:21])([CH3:20])[CH3:22])=[O:25])[CH2:27][C@H:28]1[CH2:35][CH3:36])=[O:33], predict the reactants needed to synthesize it. The reactants are: [Cl:1][C:2]1[CH:9]=[C:8]([O:10][CH2:11][C:12]2[N:13]=[C:14]([CH3:17])[S:15][CH:16]=2)[CH:7]=[C:6]([F:18])[C:3]=1[CH2:4][OH:5].[C:19]([O:23][C:24]([N:26]1[CH2:31][CH2:30][N:29]([C:32](Cl)=[O:33])[C@H:28]([CH2:35][CH3:36])[CH2:27]1)=[O:25])([CH3:22])([CH3:21])[CH3:20].